This data is from NCI-60 drug combinations with 297,098 pairs across 59 cell lines. The task is: Regression. Given two drug SMILES strings and cell line genomic features, predict the synergy score measuring deviation from expected non-interaction effect. (1) Drug 1: CNC(=O)C1=CC=CC=C1SC2=CC3=C(C=C2)C(=NN3)C=CC4=CC=CC=N4. Drug 2: C1=CC(=CC=C1CCC2=CNC3=C2C(=O)NC(=N3)N)C(=O)NC(CCC(=O)O)C(=O)O. Cell line: NCI-H460. Synergy scores: CSS=19.8, Synergy_ZIP=-2.90, Synergy_Bliss=-6.82, Synergy_Loewe=-15.2, Synergy_HSA=-6.41. (2) Drug 1: C1=NC2=C(N1)C(=S)N=C(N2)N. Drug 2: CC1CCCC2(C(O2)CC(NC(=O)CC(C(C(=O)C(C1O)C)(C)C)O)C(=CC3=CSC(=N3)C)C)C. Cell line: TK-10. Synergy scores: CSS=29.9, Synergy_ZIP=-6.25, Synergy_Bliss=-1.85, Synergy_Loewe=-2.79, Synergy_HSA=-2.63. (3) Drug 1: CN(CCCl)CCCl.Cl. Drug 2: C1CCC(C(C1)N)N.C(=O)(C(=O)[O-])[O-].[Pt+4]. Cell line: TK-10. Synergy scores: CSS=23.3, Synergy_ZIP=-7.01, Synergy_Bliss=-2.94, Synergy_Loewe=-1.70, Synergy_HSA=1.01. (4) Drug 1: C1CC(=O)NC(=O)C1N2CC3=C(C2=O)C=CC=C3N. Drug 2: CC1=C(C(CCC1)(C)C)C=CC(=CC=CC(=CC(=O)O)C)C. Cell line: OVCAR-8. Synergy scores: CSS=10.5, Synergy_ZIP=-1.92, Synergy_Bliss=2.63, Synergy_Loewe=6.65, Synergy_HSA=3.89. (5) Cell line: MALME-3M. Drug 1: C1CC(=O)NC(=O)C1N2CC3=C(C2=O)C=CC=C3N. Synergy scores: CSS=1.48, Synergy_ZIP=-0.974, Synergy_Bliss=0.617, Synergy_Loewe=-2.41, Synergy_HSA=-0.151. Drug 2: COC1=NC(=NC2=C1N=CN2C3C(C(C(O3)CO)O)O)N. (6) Drug 1: CS(=O)(=O)C1=CC(=C(C=C1)C(=O)NC2=CC(=C(C=C2)Cl)C3=CC=CC=N3)Cl. Drug 2: CC1CCC2CC(C(=CC=CC=CC(CC(C(=O)C(C(C(=CC(C(=O)CC(OC(=O)C3CCCCN3C(=O)C(=O)C1(O2)O)C(C)CC4CCC(C(C4)OC)O)C)C)O)OC)C)C)C)OC. Cell line: NCI-H226. Synergy scores: CSS=23.7, Synergy_ZIP=5.71, Synergy_Bliss=8.67, Synergy_Loewe=-13.2, Synergy_HSA=10.2.